Predict the reaction yield, written as a fraction of the theoretical maximum amount of product (1.0 means a 100% yield; for example, 0.34 means a 34% yield). From a dataset of Reaction yield outcomes from USPTO patents with 853,638 reactions. (1) The reactants are [CH3:1][O:2][CH2:3][CH2:4][N:5]1[CH2:10][CH2:9][NH:8][CH2:7][CH2:6]1.[H-].[Na+].Cl[C:14]1[CH:19]=[CH:18][C:17]([N+:20]([O-:22])=[O:21])=[CH:16][N:15]=1. The catalyst is C1COCC1. The product is [CH3:1][O:2][CH2:3][CH2:4][N:5]1[CH2:10][CH2:9][N:8]([C:14]2[CH:19]=[CH:18][C:17]([N+:20]([O-:22])=[O:21])=[CH:16][N:15]=2)[CH2:7][CH2:6]1. The yield is 0.540. (2) The reactants are [CH3:1][N:2]1[CH2:7][CH2:6][N:5]([C:8]2[CH:13]=[CH:12][C:11]([C:14]3[CH:19]=[C:18]([O:20][C:21]4[C:22]([CH3:30])=[N:23][C:24]([N+:27]([O-])=O)=[CH:25][CH:26]=4)[CH:17]=[CH:16][N:15]=3)=[CH:10][CH:9]=2)[CH2:4][CH2:3]1. The catalyst is CO.[Pd]. The product is [CH3:30][C:22]1[N:23]=[C:24]([NH2:27])[CH:25]=[CH:26][C:21]=1[O:20][C:18]1[CH:17]=[CH:16][N:15]=[C:14]([C:11]2[CH:10]=[CH:9][C:8]([N:5]3[CH2:4][CH2:3][N:2]([CH3:1])[CH2:7][CH2:6]3)=[CH:13][CH:12]=2)[CH:19]=1. The yield is 0.800. (3) The product is [Cl:1][C:2]1[CH:7]=[C:6]([Cl:8])[CH:5]=[CH:4][C:3]=1[C:9]1[CH:14]=[CH:13][N:12]=[C:11]([NH:15][CH:16]([CH2:19][O:20][CH3:21])[CH2:17][CH3:18])[C:10]=1[NH2:22]. The yield is 0.590. The reactants are [Cl:1][C:2]1[CH:7]=[C:6]([Cl:8])[CH:5]=[CH:4][C:3]=1[C:9]1[CH:14]=[CH:13][N:12]=[C:11]([NH:15][CH:16]([CH2:19][O:20][CH3:21])[CH2:17][CH3:18])[C:10]=1[N+:22]([O-])=O.[O-]S(S([O-])=O)=O.[Na+].[Na+]. No catalyst specified. (4) The reactants are II.[CH:3]([C:6]1[CH:7]=[CH:8][C:9]([CH3:13])=[C:10]([OH:12])[CH:11]=1)([CH3:5])[CH3:4].S(Cl)([Cl:17])(=O)=O.ClCCl. The catalyst is C(O)(=O)C.O. The product is [Cl:17][C:7]1[C:6]([CH:3]([CH3:5])[CH3:4])=[CH:11][C:10]([OH:12])=[C:9]([CH3:13])[CH:8]=1. The yield is 0.560. (5) The reactants are [C:1](C1C=C(C)C=C(C(C)(C)C)C=1O)(C)(C)C.[CH2:17]([C@@H:22]1[CH2:26][CH2:25][CH2:24][C:23]1=[O:27])[CH2:18][CH2:19][CH:20]=[CH2:21].[Li]C.CCOCC.Cl. The catalyst is C1(C)C=CC=CC=1. The product is [CH3:1][C@@:23]1([OH:27])[CH2:24][CH2:25][CH2:26][C@H:22]1[CH2:17][CH2:18][CH2:19][CH:20]=[CH2:21]. The yield is 0.700. (6) The reactants are Cl[CH2:2][C:3]1[C:4]([S:9][CH:10]([CH3:12])[CH3:11])=[N:5][CH:6]=[CH:7][CH:8]=1.C([O:15][C:16](=[O:27])[CH2:17][CH2:18][C:19]1[CH:24]=[CH:23][C:22]([OH:25])=[C:21]([Cl:26])[CH:20]=1)C. No catalyst specified. The product is [Cl:26][C:21]1[CH:20]=[C:19]([CH2:18][CH2:17][C:16]([OH:27])=[O:15])[CH:24]=[CH:23][C:22]=1[O:25][CH2:2][C:3]1[C:4]([S:9][CH:10]([CH3:12])[CH3:11])=[N:5][CH:6]=[CH:7][CH:8]=1. The yield is 0.930. (7) The reactants are [F:1][C:2]([F:38])([F:37])[CH:3]([C:30]1[CH:35]=[CH:34][N+:33]([O-])=[CH:32][CH:31]=1)[O:4][C:5]1[C:14]([N:15]([CH2:22][O:23][CH2:24][CH2:25][Si:26]([CH3:29])([CH3:28])[CH3:27])[S:16]([CH2:19][CH2:20][CH3:21])(=[O:18])=[O:17])=[N:13][C:12]2[C:7](=[CH:8][CH:9]=[CH:10][CH:11]=2)[N:6]=1.S([N:42]1[CH:46]=[CH:45][N:44]=[CH:43]1)([N:42]1[CH:46]=[CH:45][N:44]=[CH:43]1)(=O)=O.[OH-].[Na+]. The catalyst is C1(C)C=CC=CC=1. The product is [N:42]1([C:34]2[CH:35]=[C:30]([CH:3]([O:4][C:5]3[C:14]([N:15]([CH2:22][O:23][CH2:24][CH2:25][Si:26]([CH3:29])([CH3:28])[CH3:27])[S:16]([CH2:19][CH2:20][CH3:21])(=[O:18])=[O:17])=[N:13][C:12]4[C:7]([N:6]=3)=[CH:8][CH:9]=[CH:10][CH:11]=4)[C:2]([F:38])([F:37])[F:1])[CH:31]=[CH:32][N:33]=2)[CH:46]=[CH:45][N:44]=[CH:43]1. The yield is 0.130. (8) The reactants are Br.[CH3:2][O:3][C:4]1[CH:9]=[CH:8][CH:7]=[CH:6][C:5]=1[C:10]1[N:18]2[C:13]([S:14][CH2:15][C:16]([C:19]3[CH:24]=[CH:23][C:22]([OH:25])=[CH:21][CH:20]=3)=[N:17]2)=[N:12][N:11]=1.I[CH2:27][CH2:28][OH:29].C(=O)([O-])[O-].[K+].[K+]. The catalyst is CC(C)=O. The product is [OH:29][CH2:28][CH2:27][O:25][C:22]1[CH:23]=[CH:24][C:19]([C:16]2[CH2:15][S:14][C:13]3=[N:12][N:11]=[C:10]([C:5]4[CH:6]=[CH:7][CH:8]=[CH:9][C:4]=4[O:3][CH3:2])[N:18]3[N:17]=2)=[CH:20][CH:21]=1. The yield is 0.330. (9) The reactants are [Br:1][C:2]1[CH:7]=[CH:6][C:5]([C:8]2[C:20](=[O:21])[N:19]([CH2:22][CH3:23])[C:11]3[N:12]=[C:13](S(C)=O)[N:14]=[CH:15][C:10]=3[CH:9]=2)=[C:4]([Cl:24])[CH:3]=1.[CH3:25][N:26]1[CH2:31][CH2:30][N:29]([C:32]2[CH:38]=[CH:37][C:35]([NH2:36])=[CH:34][CH:33]=2)[CH2:28][CH2:27]1. The catalyst is ClCCl. The product is [Br:1][C:2]1[CH:7]=[CH:6][C:5]([C:8]2[C:20](=[O:21])[N:19]([CH2:22][CH3:23])[C:11]3[N:12]=[C:13]([NH:36][C:35]4[CH:34]=[CH:33][C:32]([N:29]5[CH2:28][CH2:27][N:26]([CH3:25])[CH2:31][CH2:30]5)=[CH:38][CH:37]=4)[N:14]=[CH:15][C:10]=3[CH:9]=2)=[C:4]([Cl:24])[CH:3]=1. The yield is 0.410. (10) The reactants are [NH2:1][C:2]1[CH:10]=[C:6]([C:7]([OH:9])=[O:8])[C:5]([OH:11])=[CH:4][CH:3]=1.[N+:12]([C:15]1[CH:20]=[CH:19][C:18]([CH2:21][CH2:22][CH2:23]Br)=[CH:17][CH:16]=1)([O-:14])=[O:13]. No catalyst specified. The product is [OH:11][C:5]1[CH:4]=[CH:3][C:2]([NH:1][CH2:23][CH2:22][CH2:21][C:18]2[CH:19]=[CH:20][C:15]([N+:12]([O-:14])=[O:13])=[CH:16][CH:17]=2)=[CH:10][C:6]=1[C:7]([OH:9])=[O:8]. The yield is 0.500.